Dataset: Reaction yield outcomes from USPTO patents with 853,638 reactions. Task: Predict the reaction yield, written as a fraction of the theoretical maximum amount of product (1.0 means a 100% yield; for example, 0.34 means a 34% yield). (1) The reactants are C([O:3][C:4](=[O:41])[C:5]([NH:7][C:8]1[C:9](=[O:40])[N:10]([CH2:33][C:34]2[CH:39]=[CH:38][CH:37]=[CH:36][CH:35]=2)[CH:11]=[C:12]([C:14]2[CH:19]=[CH:18][C:17]([C:20]3[C:25]4[O:26][C:27]5[CH:32]=[CH:31][CH:30]=[CH:29][C:28]=5[C:24]=4[CH:23]=[CH:22][CH:21]=3)=[CH:16][CH:15]=2)[CH:13]=1)=[O:6])C.[OH-].[Na+].Cl. The catalyst is O1CCOCC1. The product is [CH2:33]([N:10]1[CH:11]=[C:12]([C:14]2[CH:15]=[CH:16][C:17]([C:20]3[C:25]4[O:26][C:27]5[CH:32]=[CH:31][CH:30]=[CH:29][C:28]=5[C:24]=4[CH:23]=[CH:22][CH:21]=3)=[CH:18][CH:19]=2)[CH:13]=[C:8]([NH:7][C:5](=[O:6])[C:4]([OH:41])=[O:3])[C:9]1=[O:40])[C:34]1[CH:39]=[CH:38][CH:37]=[CH:36][CH:35]=1. The yield is 0.990. (2) The reactants are [N:1]1[CH:6]=[CH:5][C:4]([C:7]2[CH:8]=[C:9]([NH2:14])[C:10]([NH2:13])=[N:11][CH:12]=2)=[CH:3][CH:2]=1.[O:15]1[C:20]2[CH:21]=[CH:22][CH:23]=[CH:24][C:19]=2[O:18][CH2:17][CH:16]1[C:25](O)=O. No catalyst specified. The product is [O:15]1[C@@H:16]([C:25]2[NH:13][C:10]3=[N:11][CH:12]=[C:7]([C:4]4[CH:5]=[CH:6][N:1]=[CH:2][CH:3]=4)[CH:8]=[C:9]3[N:14]=2)[CH2:17][O:18][C:19]2[CH:24]=[CH:23][CH:22]=[CH:21][C:20]1=2. The yield is 0.670. (3) The reactants are CC1(C)C(C)(C)OB([C:9]2[CH:14]=[CH:13][C:12]([N+:15]([O-:17])=[O:16])=[CH:11][CH:10]=2)O1.I[C:20]1[CH:21]=[C:22]([CH:36]=[CH:37][C:38]=1[CH3:39])[C:23]([NH:25][C:26]1[CH:31]=[CH:30][CH:29]=[C:28]([C:32]([F:35])([F:34])[F:33])[CH:27]=1)=[O:24].C(=O)([O-])[O-].[K+].[K+]. The catalyst is C1(C)C=CC=CC=1.C(O)C.O.C1C=CC(P(C2C=CC=CC=2)C2C=CC=CC=2)=CC=1.C1C=CC(P(C2C=CC=CC=2)C2C=CC=CC=2)=CC=1.C1C=CC(P(C2C=CC=CC=2)C2C=CC=CC=2)=CC=1.C1C=CC(P(C2C=CC=CC=2)C2C=CC=CC=2)=CC=1.[Pd]. The product is [CH3:39][C:38]1[C:20]([C:9]2[CH:10]=[CH:11][C:12]([N+:15]([O-:17])=[O:16])=[CH:13][CH:14]=2)=[CH:21][C:22]([C:23]([NH:25][C:26]2[CH:31]=[CH:30][CH:29]=[C:28]([C:32]([F:33])([F:34])[F:35])[CH:27]=2)=[O:24])=[CH:36][CH:37]=1. The yield is 0.570. (4) The reactants are [OH:1][C:2]1[C:3]([C:18](=O)[CH3:19])=[N:4][N:5]([CH3:17])[C:6]=1[C:7]1[CH:12]=[CH:11][C:10]([C:13]([F:16])([F:15])[F:14])=[CH:9][CH:8]=1.N1C=CC(CN[C:29]([C:31]2[S:32][C:33]([C:36]([NH:38][NH2:39])=[O:37])=[CH:34][CH:35]=2)=[O:30])=CC=1.CS(C)=[O:42]. No catalyst specified. The product is [OH:1][C:2]1[C:3]([C:18](=[N:39][NH:38][C:36]([C:33]2[S:32][C:31]([C:29]([OH:30])=[O:42])=[CH:35][CH:34]=2)=[O:37])[CH3:19])=[N:4][N:5]([CH3:17])[C:6]=1[C:7]1[CH:12]=[CH:11][C:10]([C:13]([F:16])([F:15])[F:14])=[CH:9][CH:8]=1. The yield is 0.560. (5) The yield is 0.680. The product is [CH3:1][N:2]1[C:3]([C@@H:5]2[CH2:10][CH2:9][CH2:8][C@H:7]([C:11]([O:13][CH3:14])=[O:12])[CH2:6]2)=[N:17][N:16]=[N:15]1. The reactants are [CH3:1][NH:2][C:3]([C@@H:5]1[CH2:10][CH2:9][CH2:8][C@H:7]([C:11]([O:13][CH3:14])=[O:12])[CH2:6]1)=O.[N-:15]=[N+:16]=[N-:17].[Na+].FC(F)(F)S(OS(C(F)(F)F)(=O)=O)(=O)=O.C(=O)(O)[O-].[Na+]. The catalyst is C(#N)C.CCOC(C)=O. (6) The reactants are [Si]([O:8][CH2:9][C:10]1[CH:15]=[C:14](Cl)[CH:13]=[CH:12][N:11]=1)(C(C)(C)C)(C)C.[I-:17].[Na+].[C:19](Cl)(=[O:21])[CH3:20].C([O-])([O-])=O.[K+].[K+]. The catalyst is C(#N)C. The product is [I:17][C:14]1[CH:13]=[CH:12][N:11]=[C:10]([CH3:9])[CH:15]=1.[I:17][C:14]1[CH:13]=[CH:12][N:11]=[C:10]([CH2:9][O:8][C:19](=[O:21])[CH3:20])[CH:15]=1. The yield is 0.220. (7) The reactants are [CH:1]1([C:4]2[CH:5]=[C:6]([NH:9][C:10]3[C:11]4[CH2:29][NH:28][CH2:27][CH2:26][C:12]=4[N:13]=[C:14]([NH:16][C@H:17]([C:19]4[CH:24]=[CH:23][C:22]([F:25])=[CH:21][CH:20]=4)[CH3:18])[N:15]=3)[NH:7][N:8]=2)[CH2:3][CH2:2]1.[C:30](O)(=[O:32])[CH3:31]. The catalyst is C(Cl)Cl.C1COCC1. The product is [CH:1]1([C:4]2[NH:8][N:7]=[C:6]([NH:9][C:10]3[C:11]4[CH2:29][N:28]([C:30](=[O:32])[CH3:31])[CH2:27][CH2:26][C:12]=4[N:13]=[C:14]([NH:16][C@H:17]([C:19]4[CH:24]=[CH:23][C:22]([F:25])=[CH:21][CH:20]=4)[CH3:18])[N:15]=3)[CH:5]=2)[CH2:3][CH2:2]1. The yield is 0.810. (8) The reactants are C([O:5][C:6](=[O:34])[C:7]([CH3:33])([O:9][C:10]1[CH:32]=[CH:31][C:13]([C:14]([O:16][CH2:17][C:18]2[N:22]([CH2:23][C:24]3[CH:29]=[CH:28][C:27]([CH3:30])=[CH:26][CH:25]=3)[N:21]=[N:20][CH:19]=2)=[O:15])=[CH:12][CH:11]=1)[CH3:8])(C)(C)C.Cl. The catalyst is O1CCOCC1. The product is [CH3:33][C:7]([O:9][C:10]1[CH:11]=[CH:12][C:13]([C:14]([O:16][CH2:17][C:18]2[N:22]([CH2:23][C:24]3[CH:25]=[CH:26][C:27]([CH3:30])=[CH:28][CH:29]=3)[N:21]=[N:20][CH:19]=2)=[O:15])=[CH:31][CH:32]=1)([CH3:8])[C:6]([OH:34])=[O:5]. The yield is 0.890. (9) The reactants are [CH3:1][C:2]1[CH:7]=[C:6]([O:8][CH2:9][CH2:10][CH2:11][CH2:12][CH2:13][CH2:14][CH2:15][CH2:16][CH2:17][CH3:18])[CH:5]=[CH:4][C:3]=1[N+:19]([O-])=O.CO.Cl.C(=O)([O-])[O-].[K+].[K+]. The catalyst is [Fe].ClCCl.O.O1CCOCC1. The product is [CH3:1][C:2]1[CH:7]=[C:6]([O:8][CH2:9][CH2:10][CH2:11][CH2:12][CH2:13][CH2:14][CH2:15][CH2:16][CH2:17][CH3:18])[CH:5]=[CH:4][C:3]=1[NH2:19]. The yield is 0.760. (10) The reactants are [CH3:1][C:2]1[NH:7][C:6](=[S:8])[C:5]([C:9]#[N:10])=[C:4]([C:11]([F:14])([F:13])[F:12])[CH:3]=1.Br[CH2:16][C:17]([O:19][CH2:20][CH3:21])=[O:18].[O-]CC.[Na+]. The catalyst is C(O)C. The product is [NH2:10][C:9]1[C:5]2[C:6](=[N:7][C:2]([CH3:1])=[CH:3][C:4]=2[C:11]([F:14])([F:12])[F:13])[S:8][C:16]=1[C:17]([O:19][CH2:20][CH3:21])=[O:18]. The yield is 0.910.